Dataset: Catalyst prediction with 721,799 reactions and 888 catalyst types from USPTO. Task: Predict which catalyst facilitates the given reaction. Reactant: [CH3:1][C:2]([CH3:7])=[CH:3][C:4]([OH:6])=[O:5].[CH3:8][O:9][C:10]1[CH:15]=[CH:14][C:13]([SH:16])=[CH:12][CH:11]=1.N1CCCCC1. Product: [CH3:8][O:9][C:10]1[CH:15]=[CH:14][C:13]([S:16][C:2]([CH3:7])([CH3:1])[CH2:3][C:4]([OH:6])=[O:5])=[CH:12][CH:11]=1. The catalyst class is: 13.